This data is from Forward reaction prediction with 1.9M reactions from USPTO patents (1976-2016). The task is: Predict the product of the given reaction. Given the reactants [C:1]([O:5][C:6]([N:8]1[CH2:13][CH2:12][C:11]([CH3:17])([C:14](=[S:16])[NH2:15])[CH2:10][CH2:9]1)=[O:7])([CH3:4])([CH3:3])[CH3:2].Br[CH2:19][C:20](=O)[C:21]([O:23][CH2:24][CH3:25])=[O:22], predict the reaction product. The product is: [C:1]([O:5][C:6]([N:8]1[CH2:13][CH2:12][C:11]([C:14]2[S:16][CH:19]=[C:20]([C:21]([O:23][CH2:24][CH3:25])=[O:22])[N:15]=2)([CH3:17])[CH2:10][CH2:9]1)=[O:7])([CH3:4])([CH3:2])[CH3:3].